Predict the reactants needed to synthesize the given product. From a dataset of Full USPTO retrosynthesis dataset with 1.9M reactions from patents (1976-2016). Given the product [C:45]([C@@H:14]([C:15]1[CH:20]=[CH:19][CH:18]=[CH:17][CH:16]=1)[N:12]([C@H:9]1[C:10]2[C:6](=[C:5]([F:13])[CH:4]=[C:3]([Cl:2])[CH:11]=2)[CH2:7][CH2:8]1)[C:25](=[O:26])[C:24]1[CH:28]=[CH:29][CH:30]=[N:31][C:23]=1[CH3:22])(=[O:47])[NH2:44].[C:45]([C@H:14]([C:15]1[CH:20]=[CH:19][CH:18]=[CH:17][CH:16]=1)[N:12]([C@H:9]1[C:10]2[C:6](=[C:5]([F:13])[CH:4]=[C:3]([Cl:2])[CH:11]=2)[CH2:7][CH2:8]1)[C:25](=[O:27])[C:24]1[CH:28]=[CH:29][CH:30]=[N:31][C:23]=1[CH3:22])(=[O:47])[NH2:44], predict the reactants needed to synthesize it. The reactants are: Cl.[Cl:2][C:3]1[CH:11]=[C:10]2[C:6]([CH2:7][CH2:8][C@H:9]2[NH2:12])=[C:5]([F:13])[CH:4]=1.[CH:14](=O)[C:15]1[CH:20]=[CH:19][CH:18]=[CH:17][CH:16]=1.[CH3:22][C:23]1[N:31]=[CH:30][CH:29]=[CH:28][C:24]=1[C:25]([OH:27])=[O:26].C1(C2CCC([N+:44]#[C-:45])=CC2)C=CC=CC=1.C[OH:47].